The task is: Predict the reaction yield, written as a fraction of the theoretical maximum amount of product (1.0 means a 100% yield; for example, 0.34 means a 34% yield).. This data is from Reaction yield outcomes from USPTO patents with 853,638 reactions. (1) The reactants are [CH3:1][C:2]1[N:7]=[C:6]([C:8]#[C:9][Si](C)(C)C)[C:5]([NH2:14])=[CH:4][CH:3]=1.[OH-].[Na+]. The catalyst is CO. The yield is 0.750. The product is [C:8]([C:6]1[C:5]([NH2:14])=[CH:4][CH:3]=[C:2]([CH3:1])[N:7]=1)#[CH:9]. (2) The yield is 0.800. The reactants are Br[C:2]1[C:3]2[N:4]([N:23]=[CH:24][N:25]=2)[C:5]([C:16]2[CH:21]=[CH:20][C:19]([CH3:22])=[CH:18][CH:17]=2)=[C:6]([C:8]2[CH:15]=[CH:14][C:11]([C:12]#[N:13])=[CH:10][CH:9]=2)[CH:7]=1.[CH:26]([C:28]1[CH:29]=[C:30](B(O)O)[CH:31]=[CH:32][CH:33]=1)=[O:27].ClCCl.C(=O)([O-])[O-].[K+].[K+]. The catalyst is O1CCOCC1.O.C1C=CC(P(C2C=CC=CC=2)[C-]2C=CC=C2)=CC=1.C1C=CC(P(C2C=CC=CC=2)[C-]2C=CC=C2)=CC=1.Cl[Pd]Cl.[Fe+2]. The product is [CH:26]([C:28]1[CH:33]=[C:32]([C:2]2[C:3]3[N:4]([N:23]=[CH:24][N:25]=3)[C:5]([C:16]3[CH:21]=[CH:20][C:19]([CH3:22])=[CH:18][CH:17]=3)=[C:6]([C:8]3[CH:9]=[CH:10][C:11]([C:12]#[N:13])=[CH:14][CH:15]=3)[CH:7]=2)[CH:31]=[CH:30][CH:29]=1)=[O:27]. (3) The reactants are Br[C:2]1[CH:7]=[CH:6][C:5](Br)=[CH:4][N:3]=1.[C:9]1(B(O)O)[CH:14]=[CH:13][CH:12]=[CH:11][CH:10]=1.P([O-])([O-])([O-])=O.[K+].[K+].[K+]. The catalyst is C1(C)C=CC=CC=1.O.C1(P(C2CCCCC2)C2C=CC=CC=2C2C(OC)=CC=CC=2OC)CCCCC1. The product is [C:9]1([C:2]2[CH:7]=[CH:6][C:5]([C:9]3[CH:14]=[CH:13][CH:12]=[CH:11][CH:10]=3)=[CH:4][N:3]=2)[CH:14]=[CH:13][CH:12]=[CH:11][CH:10]=1. The yield is 0.918. (4) The product is [F:9][C:10]1[CH:11]=[C:12]([CH:16]=[C:17]([I:1])[C:18]=1[CH3:19])[C:13]([OH:15])=[O:14]. The yield is 0.590. The reactants are [I:1]N1C(=O)CCC1=O.[F:9][C:10]1[CH:11]=[C:12]([CH:16]=[CH:17][C:18]=1[CH3:19])[C:13]([OH:15])=[O:14]. The catalyst is FC(F)(F)S(O)(=O)=O. (5) The reactants are Cl[C:2]1[CH:7]2[CH2:8][CH:4]([CH2:5][CH2:6]2)[C:3]=1/[CH:9]=[CH:10]/[C:11]([O:13][CH2:14][CH3:15])=[O:12].[N-:16]=[N+]=[N-].[Na+].O. The catalyst is CS(C)=O. The product is [CH:7]12[CH2:8][CH:4]([CH2:5][CH2:6]1)[C:3]1[CH:9]=[C:10]([C:11]([O:13][CH2:14][CH3:15])=[O:12])[NH:16][C:2]2=1. The yield is 0.600. (6) The reactants are [CH:1]([C:3]1[CH:11]=[CH:10][C:6]([C:7]([OH:9])=[O:8])=[C:5]([CH3:12])[CH:4]=1)=[O:2].S(=O)(=O)(O)O.[CH2:18](O)[CH3:19]. No catalyst specified. The product is [CH:1]([C:3]1[CH:11]=[CH:10][C:6]([C:7]([O:9][CH2:18][CH3:19])=[O:8])=[C:5]([CH3:12])[CH:4]=1)=[O:2]. The yield is 0.800. (7) The reactants are [OH:1][C:2]1[C:3]([CH2:15][CH:16]=[C:17]([CH3:20])[CH2:18][OH:19])=[C:4]([O:13][CH3:14])[C:5]([CH3:12])=[C:6]2[C:10]=1[C:9](=[O:11])[O:8][CH2:7]2.Br[CH2:22][P:23](=[O:32])([O:28][CH:29]([CH3:31])[CH3:30])[O:24][CH:25]([CH3:27])[CH3:26].CC(C)([O-])C.[Li+]. The catalyst is CN(C=O)C. The product is [CH:29]([O:28][P:23]([CH2:22][O:19][CH2:18][C:17]([CH3:20])=[CH:16][CH2:15][C:3]1[C:2]([OH:1])=[C:10]2[C:6](=[C:5]([CH3:12])[C:4]=1[O:13][CH3:14])[CH2:7][O:8][C:9]2=[O:11])(=[O:32])[O:24][CH:25]([CH3:27])[CH3:26])([CH3:31])[CH3:30]. The yield is 0.320. (8) The reactants are Br.[F:2][CH:3]([F:20])[O:4][C:5]1[N:9]([CH3:10])[N:8]=[C:7]([C:11]([F:14])([F:13])[F:12])[C:6]=1[CH2:15][S:16][C:17](=N)[NH2:18].C(=O)([O-])[O-].[K+].[K+].O.C(S(C1[CH2:37][C:36]([CH3:39])([CH3:38])[O:35]N=1)(=O)=O)C. The catalyst is C(O)C.CN(C)C=O. The product is [F:2][CH:3]([F:20])[O:4][C:5]1[N:9]([CH3:10])[N:8]=[C:7]([C:11]([F:14])([F:13])[F:12])[C:6]=1[CH2:15][S:16][C:17]1[CH2:37][C:36]([CH3:39])([CH3:38])[O:35][N:18]=1. The yield is 0.861. (9) The reactants are [F:1][C:2]1[CH:9]=[CH:8][CH:7]=[CH:6][C:3]=1[CH:4]=O.[CH3:10][C:11]1[CH:15]=[C:14]([NH2:16])[NH:13][N:12]=1.[CH3:17][O:18][C:19]1[CH:24]=[CH:23][C:22]([C:25](=O)[CH2:26][C:27]#[N:28])=[CH:21][CH:20]=1. The catalyst is C(#N)C. The product is [F:1][C:2]1[CH:9]=[CH:8][CH:7]=[CH:6][C:3]=1[CH:4]1[C:26]([C:27]#[N:28])=[C:25]([C:22]2[CH:21]=[CH:20][C:19]([O:18][CH3:17])=[CH:24][CH:23]=2)[NH:16][C:14]2[NH:13][N:12]=[C:11]([CH3:10])[C:15]1=2. The yield is 0.870. (10) The reactants are [CH2:1]([O:8][CH2:9][CH2:10][O:11][C:12]1[CH:18]=[CH:17][C:15]([NH2:16])=[CH:14][C:13]=1[C:19]([F:22])([F:21])[F:20])[C:2]1[CH:7]=[CH:6][CH:5]=[CH:4][CH:3]=1.CCN(CC)CC.[Br:30][C:31]1[CH:36]=[C:35]([F:37])[C:34]([CH2:38][C:39](Cl)=[O:40])=[C:33]([F:42])[CH:32]=1. The catalyst is C(Cl)Cl. The product is [CH2:1]([O:8][CH2:9][CH2:10][O:11][C:12]1[CH:18]=[CH:17][C:15]([NH:16][C:39](=[O:40])[CH2:38][C:34]2[C:33]([F:42])=[CH:32][C:31]([Br:30])=[CH:36][C:35]=2[F:37])=[CH:14][C:13]=1[C:19]([F:20])([F:21])[F:22])[C:2]1[CH:3]=[CH:4][CH:5]=[CH:6][CH:7]=1. The yield is 0.176.